This data is from Drug-target binding data from BindingDB using IC50 measurements. The task is: Regression. Given a target protein amino acid sequence and a drug SMILES string, predict the binding affinity score between them. We predict pIC50 (pIC50 = -log10(IC50 in M); higher means more potent). Dataset: bindingdb_ic50. (1) The small molecule is O=C(O)c1cccc(Nc2ccc([N+](=O)[O-])cc2)c1. The target protein (P52895) has sequence MDSKYQCVKLNDGHFMPVLGFGTYAPAEVPKSKALEAVKLAIEAGFHHIDSAHVYNNEEQVGLAIRSKIADGSVKREDIFYTSKLWSNSHRPELVRPALERSLKNLQLDYVDLYLIHFPVSVKPGEEVIPKDENGKILFDTVDLCATWEAMEKCKDAGLAKSIGVSNFNHRLLEMILNKPGLKYKPVCNQVECHPYFNQRKLLDFCKSKDIVLVAYSALGSHREEPWVDPNSPVLLEDPVLCALAKKHKRTPALIALRYQLQRGVVVLAKSYNEQRIRQNVQVFEFQLTSEEMKAIDGLNRNVRYLTLDIFAGPPNYPFSDEY. The pIC50 is 5.5. (2) The pIC50 is 5.0. The drug is O=c1c(O)c(-c2ccc(O)c(O)c2)oc2cc(O)cc(O)c12. The target protein (Q9NWT6) has sequence MAATAAEAVASGSGEPREEAGALGPAWDESQLRSYSFPTRPIPRLSQSDPRAEELIENEEPVVLTDTNLVYPALKWDLEYLQENIGNGDFSVYSASTHKFLYYDEKKMANFQNFKPRSNREEMKFHEFVEKLQDIQQRGGEERLYLQQTLNDTVGRKIVMDFLGFNWNWINKQQGKRGWGQLTSNLLLIGMEGNVTPAHYDEQQNFFAQIKGYKRCILFPPDQFECLYPYPVHHPCDRQSQVDFDNPDYERFPNFQNVVGYETVVGPGDVLYIPMYWWHHIESLLNGGITITVNFWYKGAPTPKRIEYPLKAHQKVAIMRNIEKMLGEALGNPQEVGPLLNTMIKGRYN. (3) The target protein sequence is MVSSQKLEKPIEMGSSEPLPIADGDRRRKKKRRGRATDSLPGKFEDMYKLTSELLGEGAYAKVQGAVSLQNGKEYAVKIIEKQAGHSRSRVFREVETLYQCQGNKNILELIEFFEDDTRFYLVFEKLQGGSILAHIQKQKHFNEREASRVVRDVAAALDFLHTKGIAHRDLKPENILCESPEKVSPVKICDFDLGSGMKLNNSCTPITTPELTTPCGSAEYMAPEVVEVFTDQATFYDKRCDLWSLGVVLYIMLSGYPPFVGHCGADCGWDRGEVCRVCQNKLFESIQEGKYEFPDKDWAHISSEAKDLISKLLVRDAKQRLSAAQVLQHPWVQGQAPEKGLPTPQVLQRNSSTMDLTLFAAEAIALNRQLSQHEENELAEEPEALADGLCSMKLSPPCKSRLARRRALAQAGRGEDRSPPTAL. The small molecule is COCCCNC(=O)c1ccc2ncc(-c3cc4ccccc4o3)n2n1. The pIC50 is 8.3. (4) The compound is OC[C@@H]1CC2CCN1C[C@@H]2C#Cc1ccccc1. The target protein sequence is MGFFSDSVAMMRVKWQMRSVKIQVPPEETDLRFCYDIMNDVSRSFAVVVAQLADQQLRDAICIFYLVLRALDTLEDDMSVPVDVKLKELPKFHTHTSDMSWCMSGVGEGRERELLAKYPCVSREFKKLKKEYQDVIANICERMANGMCEFLKRPVVTKDDYNQYCHYVAGLVGHGLTQLFARCGFEDPSLDDDLTSSNHMGLFLQKTNIIRDYYEDIREEPPRMFWPKEIWGTYVTELKELKSESNNAAAVQCLNAMVADALVHVPYIVDYLSALRDPSVFRFCAIPQVMAIATLKEVYNNPDTFQVKVKVSRPESCRIMLKATTLYSSLSMFRDYCVELQEKLDMQDASSVSIANSLAAAIERIDLQLKKCQDVSYTRSLLARYPGLGGQFLLTVMDTVAGFFGGRKEIAGHA. The pIC50 is 6.0.